Predict the reactants needed to synthesize the given product. From a dataset of Retrosynthesis with 50K atom-mapped reactions and 10 reaction types from USPTO. Given the product Nc1ccc(CCC(=O)c2ccc(N3CCOCC3)cc2)cc1, predict the reactants needed to synthesize it. The reactants are: C1COCCN1.Nc1ccc(CCC(=O)c2ccc(F)cc2)cc1.